From a dataset of Reaction yield outcomes from USPTO patents with 853,638 reactions. Predict the reaction yield, written as a fraction of the theoretical maximum amount of product (1.0 means a 100% yield; for example, 0.34 means a 34% yield). (1) The reactants are [F:1][C:2]1[CH:7]=[CH:6][C:5]([NH:8]/[N:9]=[CH:10]/[CH:11]=O)=[CH:4][CH:3]=1.[C:13](OCC)(=[O:20])[CH2:14][C:15]([O:17][CH2:18][CH3:19])=[O:16].N1CCCCC1.CCOC(C)=O. The catalyst is CCO. The product is [F:1][C:2]1[CH:3]=[CH:4][C:5]([N:8]2[C:13](=[O:20])[C:14]([C:15]([O:17][CH2:18][CH3:19])=[O:16])=[CH:11][CH:10]=[N:9]2)=[CH:6][CH:7]=1. The yield is 0.170. (2) The catalyst is COCCOC. The product is [Br:1][C:2]1[CH:7]=[N:6][C:5]([O:8][C:18]2[CH:23]=[CH:22][CH:21]=[CH:20][CH:19]=2)=[N:4][CH:3]=1. The reactants are [Br:1][C:2]1[CH:3]=[N:4][C:5]([O:8]N2C3=NC=CC=C3N=N2)=[N:6][CH:7]=1.[C:18]1(B(O)O)[CH:23]=[CH:22][CH:21]=[CH:20][CH:19]=1.C([O-])([O-])=O.[Cs+].[Cs+]. The yield is 0.240. (3) The product is [F:1][C:2]1[CH:19]=[CH:18][C:5]([CH2:6][C:7]2[C:16]3[C:11](=[CH:12][CH:13]=[CH:14][CH:15]=3)[C:10](=[O:17])[NH:9][N:8]=2)=[CH:4][C:3]=1[C:20]([N:22]1[CH2:23][CH:24]([CH2:26][O:27][S:36]([CH3:35])(=[O:38])=[O:37])[CH2:25]1)=[O:21]. The catalyst is ClCCl. The reactants are [F:1][C:2]1[CH:19]=[CH:18][C:5]([CH2:6][C:7]2[C:16]3[C:11](=[CH:12][CH:13]=[CH:14][CH:15]=3)[C:10](=[O:17])[NH:9][N:8]=2)=[CH:4][C:3]=1[C:20]([N:22]1[CH2:25][CH:24]([CH2:26][OH:27])[CH2:23]1)=[O:21].C(N(CC)CC)C.[CH3:35][S:36](Cl)(=[O:38])=[O:37]. The yield is 0.750. (4) The reactants are [C:1]([C:5]1[CH:10]=[C:9]([CH:11]([CH3:13])[CH3:12])[CH:8]=[CH:7][C:6]=1[N:14]1[CH2:19][CH2:18][N:17]([C:20](=[O:26])[C:21]([O:23]CC)=[O:22])[CH2:16][CH2:15]1)([CH3:4])([CH3:3])[CH3:2].[OH-].[Li+].Cl. The catalyst is C1COCC1. The product is [C:1]([C:5]1[CH:10]=[C:9]([CH:11]([CH3:13])[CH3:12])[CH:8]=[CH:7][C:6]=1[N:14]1[CH2:19][CH2:18][N:17]([C:20](=[O:26])[C:21]([OH:23])=[O:22])[CH2:16][CH2:15]1)([CH3:3])([CH3:4])[CH3:2]. The yield is 0.970. (5) The reactants are [NH2:1][C:2]1[C:10]([C:11]#[C:12][C:13]2[CH:18]=[CH:17][CH:16]=[C:15]([NH:19][C:20]([C:22]3[O:23][CH:24]=[CH:25][C:26]=3[CH3:27])=[O:21])[CH:14]=2)=[CH:9][C:5]([C:6](O)=[O:7])=[CH:4][N:3]=1.CCN=C=NCCCN(C)C.[CH3:39][S:40]([C:43]1[CH:48]=[CH:47][C:46]([CH2:49][CH2:50][C:51]([O:53][CH3:54])=[O:52])=[CH:45][CH:44]=1)(=[NH:42])=[O:41]. The catalyst is CN(C=O)C.CN(C1C=CN=CC=1)C.CCOC(C)=O. The product is [NH2:1][C:2]1[N:3]=[CH:4][C:5]([C:6]([N:42]=[S:40]([C:43]2[CH:44]=[CH:45][C:46]([CH2:49][CH2:50][C:51]([O:53][CH3:54])=[O:52])=[CH:47][CH:48]=2)([CH3:39])=[O:41])=[O:7])=[CH:9][C:10]=1[C:11]#[C:12][C:13]1[CH:18]=[CH:17][CH:16]=[C:15]([NH:19][C:20]([C:22]2[O:23][CH:24]=[CH:25][C:26]=2[CH3:27])=[O:21])[CH:14]=1. The yield is 0.370. (6) The reactants are B(Cl)(Cl)Cl.C([O:12][C@H:13]1[C@H:17]([O:18]CC2C=CC=CC=2)[C@@H:16]([CH2:26][O:27]CC2C=CC=CC=2)[S:15][CH:14]1[N:35]1[CH:42]=[CH:41][C:39]([NH2:40])=[N:38][C:36]1=[O:37])C1C=CC=CC=1. The catalyst is ClCCl. The product is [CH:14]1([N:35]2[CH:42]=[CH:41][C:39]([NH2:40])=[N:38][C:36]2=[O:37])[S:15][C@H:16]([CH2:26][OH:27])[C@@H:17]([OH:18])[C@@H:13]1[OH:12]. The yield is 0.850. (7) The reactants are [C:1]([O:4][CH2:5][C:6]1[C:7]([N:21]2[CH2:33][CH2:32][N:24]3[C:25]4[CH2:26][CH2:27][CH2:28][CH2:29][C:30]=4[CH:31]=[C:23]3[C:22]2=[O:34])=[N:8][CH:9]=[CH:10][C:11]=1B1OC(C)(C)C(C)(C)O1)(=[O:3])[CH3:2].Br[C:36]1[CH:37]=[C:38]([NH:44][C:45]2[CH:53]=[C:48]3[CH2:49][O:50][CH2:51][CH2:52][N:47]3[N:46]=2)[C:39](=[O:43])[N:40]([CH3:42])[CH:41]=1. No catalyst specified. The yield is 0.610. The product is [C:1]([O:4][CH2:5][C:6]1[C:7]([N:21]2[CH2:33][CH2:32][N:24]3[C:25]4[CH2:26][CH2:27][CH2:28][CH2:29][C:30]=4[CH:31]=[C:23]3[C:22]2=[O:34])=[N:8][CH:9]=[CH:10][C:11]=1[C:36]1[CH:37]=[C:38]([NH:44][C:45]2[CH:53]=[C:48]3[CH2:49][O:50][CH2:51][CH2:52][N:47]3[N:46]=2)[C:39](=[O:43])[N:40]([CH3:42])[CH:41]=1)(=[O:3])[CH3:2].